Dataset: Forward reaction prediction with 1.9M reactions from USPTO patents (1976-2016). Task: Predict the product of the given reaction. Given the reactants [F:1][C:2]1[C:7]([CH:8]=[O:9])=[C:6]([OH:10])[C:5]([OH:11])=[CH:4][CH:3]=1.[CH2:12](Br)[CH3:13], predict the reaction product. The product is: [CH2:12]([O:11][C:5]1[C:6]([OH:10])=[C:7]([C:2]([F:1])=[CH:3][CH:4]=1)[CH:8]=[O:9])[CH3:13].